This data is from Full USPTO retrosynthesis dataset with 1.9M reactions from patents (1976-2016). The task is: Predict the reactants needed to synthesize the given product. Given the product [NH:12]1[CH:13]=[C:9]([C:5]2[CH:4]=[C:3]([OH:2])[CH:8]=[CH:7][CH:6]=2)[N:10]=[CH:11]1, predict the reactants needed to synthesize it. The reactants are: C[O:2][C:3]1[CH:4]=[C:5]([C:9]2[N:10]=[CH:11][NH:12][CH:13]=2)[CH:6]=[CH:7][CH:8]=1.B(Br)(Br)Br.